This data is from Forward reaction prediction with 1.9M reactions from USPTO patents (1976-2016). The task is: Predict the product of the given reaction. Given the reactants F[C:2](F)(F)[C:3]([OH:5])=[O:4].[CH2:8]([O:10][C:11](=[O:40])[C@@H:12]([CH:19](COC(=O)C)[C:20]1[CH:25]=[CH:24][C:23]([NH:26]C(OC(C)(C)C)=O)=[C:22]([CH3:34])[CH:21]=1)[CH2:13][C:14]([O:16][CH2:17][CH3:18])=[O:15])[CH3:9].Cl[CH2:42]Cl, predict the reaction product. The product is: [CH2:8]([O:10][C:11](=[O:40])[C@H:12]([CH2:19][C:20]1[CH:25]=[CH:24][C:23]([NH2:26])=[C:22]([CH3:34])[C:21]=1[CH2:42][O:5][C:3](=[O:4])[CH3:2])[CH2:13][C:14]([O:16][CH2:17][CH3:18])=[O:15])[CH3:9].